Dataset: Reaction yield outcomes from USPTO patents with 853,638 reactions. Task: Predict the reaction yield, written as a fraction of the theoretical maximum amount of product (1.0 means a 100% yield; for example, 0.34 means a 34% yield). (1) The reactants are [H-].[OH-].[Li+].[C:4]([C@H:8]1[CH2:13][CH2:12][C@H:11]([O:14][C:15]2[CH:24]=[C:23]([CH3:25])[C:22]3[C:17](=[CH:18][CH:19]=[CH:20][CH:21]=3)[C:16]=2[CH2:26][N:27]2[CH2:32][CH2:31][CH:30]([C:33]([O:35]CC)=[O:34])[CH2:29][CH2:28]2)[CH2:10][CH2:9]1)([CH3:7])([CH3:6])[CH3:5].O1CCCC1.CO.O.Cl. No catalyst specified. The product is [C:4]([C@H:8]1[CH2:13][CH2:12][C@H:11]([O:14][C:15]2[CH:24]=[C:23]([CH3:25])[C:22]3[C:17](=[CH:18][CH:19]=[CH:20][CH:21]=3)[C:16]=2[CH2:26][N:27]2[CH2:28][CH2:29][CH:30]([C:33]([OH:35])=[O:34])[CH2:31][CH2:32]2)[CH2:10][CH2:9]1)([CH3:7])([CH3:5])[CH3:6]. The yield is 0.270. (2) The reactants are [C:1]([C:3]1[C:11]2[C:6](=[CH:7][C:8]([O:12][CH3:13])=[CH:9][CH:10]=2)[N:5]([CH2:14][CH3:15])[C:4]=1[C:16]1[CH:21]=[CH:20][C:19]([NH:22][S:23]([CH2:26][CH2:27][CH2:28]Cl)(=[O:25])=[O:24])=[CH:18][CH:17]=1)#[N:2].C([O-])([O-])=O.[K+].[K+]. The catalyst is CN(C=O)C.O. The product is [O:24]=[S:23]1(=[O:25])[CH2:26][CH2:27][CH2:28][N:22]1[C:19]1[CH:20]=[CH:21][C:16]([C:4]2[N:5]([CH2:14][CH3:15])[C:6]3[C:11]([C:3]=2[C:1]#[N:2])=[CH:10][CH:9]=[C:8]([O:12][CH3:13])[CH:7]=3)=[CH:17][CH:18]=1. The yield is 0.680. (3) The reactants are C(O)(C(F)(F)F)=O.[Br:8][C:9]1[CH:34]=[N:33][C:12]2[N:13]=[C:14]([N:20]3[CH2:23][CH:22]([N:24](C)[C:25](=O)OC(C)(C)C)[CH2:21]3)[C:15]3[N:16]([N:17]=[N:18][N:19]=3)[C:11]=2[CH:10]=1. The catalyst is C(Cl)Cl. The product is [Br:8][C:9]1[CH:34]=[N:33][C:12]2[N:13]=[C:14]([N:20]3[CH2:23][CH:22]([NH:24][CH3:25])[CH2:21]3)[C:15]3[N:16]([N:17]=[N:18][N:19]=3)[C:11]=2[CH:10]=1. The yield is 0.800. (4) The reactants are [CH3:1][C:2]1[N:3]=[C:4]([C:8]2[C:13]([O:14][C:15]3[C:24]4[C:19](=[CH:20][C:21]([OH:27])=[C:22]([O:25][CH3:26])[CH:23]=4)[N:18]=[CH:17][CH:16]=3)=[CH:12][C:11]([CH3:28])=[C:10]([CH3:29])[N:9]=2)[S:5][C:6]=1[CH3:7].C(=O)([O-])[O-].[K+].[K+].[CH2:36]([CH:38]1[O:40][CH2:39]1)Br. The catalyst is CN(C)C=O. The product is [CH3:1][C:2]1[N:3]=[C:4]([C:8]2[C:13]([O:14][C:15]3[C:24]4[C:19](=[CH:20][C:21]([O:27][CH2:36][CH:38]5[CH2:39][O:40]5)=[C:22]([O:25][CH3:26])[CH:23]=4)[N:18]=[CH:17][CH:16]=3)=[CH:12][C:11]([CH3:28])=[C:10]([CH3:29])[N:9]=2)[S:5][C:6]=1[CH3:7]. The yield is 0.940. (5) The reactants are [CH:1]([O:14][C:15]1[C:24]2[N:23]=[CH:22][CH:21]=[CH:20][C:19]=2[C:18]([C:25](O)=[O:26])=[C:17]2[CH2:28][N:29]([CH2:32][C:33]3[CH:38]=[CH:37][C:36]([F:39])=[CH:35][CH:34]=3)[C:30](=[O:31])[C:16]=12)([C:8]1[CH:13]=[CH:12][CH:11]=[CH:10][CH:9]=1)[C:2]1[CH:7]=[CH:6][CH:5]=[CH:4][CH:3]=1.[C:40]([N:47]1[CH2:52][CH2:51][NH:50][CH2:49][CH2:48]1)([O:42][C:43]([CH3:46])([CH3:45])[CH3:44])=[O:41].C(N(CC)CC)C.Cl.CN(C)CCCN=C=NCC.O.ON1C2C=CC=CC=2N=N1. The catalyst is CN(C)C=O. The product is [C:43]([O:42][C:40]([N:47]1[CH2:48][CH2:49][N:50]([C:25]([C:18]2[C:19]3[CH:20]=[CH:21][CH:22]=[N:23][C:24]=3[C:15]([O:14][CH:1]([C:8]3[CH:13]=[CH:12][CH:11]=[CH:10][CH:9]=3)[C:2]3[CH:3]=[CH:4][CH:5]=[CH:6][CH:7]=3)=[C:16]3[C:30](=[O:31])[N:29]([CH2:32][C:33]4[CH:34]=[CH:35][C:36]([F:39])=[CH:37][CH:38]=4)[CH2:28][C:17]=23)=[O:26])[CH2:51][CH2:52]1)=[O:41])([CH3:46])([CH3:45])[CH3:44]. The yield is 0.450. (6) The reactants are [OH:1][N:2]=[C:3](Cl)[C:4]1[C:8]([NH:9][CH2:10][CH2:11][O:12][CH3:13])=[N:7][O:6][N:5]=1.FC(F)(F)C(O)=O.[Cl:22][C:23]1[CH:24]=[C:25]([CH2:28][NH2:29])[O:26][CH:27]=1. No catalyst specified. The product is [Cl:22][C:23]1[CH:24]=[C:25]([CH2:28][NH:29][C:3]([C:4]2[C:8]([NH:9][CH2:10][CH2:11][O:12][CH3:13])=[N:7][O:6][N:5]=2)=[N:2][OH:1])[O:26][CH:27]=1. The yield is 1.00. (7) The product is [N:19]1([C:9]2[N:8]=[CH:7][C:6]([NH2:5])=[C:11]([C:12]3[CH:17]=[CH:16][CH:15]=[CH:14][C:13]=3[CH3:18])[CH:10]=2)[CH2:24][CH2:23][S:22][CH2:21][CH2:20]1. The reactants are CC(C)(C)C([NH:5][C:6]1[CH:7]=[N:8][C:9]([N:19]2[CH2:24][CH2:23][S:22][CH2:21][CH2:20]2)=[CH:10][C:11]=1[C:12]1[CH:17]=[CH:16][CH:15]=[CH:14][C:13]=1[CH3:18])=O. The catalyst is Cl. The yield is 0.950. (8) The reactants are [C:1]([C:3](=[CH:7][C:8]1[S:9][CH:10]=[CH:11][CH:12]=1)[C:4](=[S:6])[NH2:5])#[N:2].N1[CH2:18][CH2:17][CH2:16][CH2:15][CH2:14]1.[CH2:19](O)[CH3:20]. No catalyst specified. The product is [SH:6][C:4]1[N:5]=[C:15]2[CH2:16][CH2:17][CH2:18][CH2:19][CH2:20][C:14]2=[C:7]([C:8]2[S:9][CH:10]=[CH:11][CH:12]=2)[C:3]=1[C:1]#[N:2]. The yield is 0.250. (9) The reactants are Br[CH2:2][C:3]([C:5]1[CH:6]=[CH:7][C:8]2[C:17]3[CH:16]=[C:15]4[CH2:18][CH2:19][CH2:20][C:21](=[O:22])[C:14]4=[CH:13][C:12]=3[O:11][CH2:10][C:9]=2[CH:23]=1)=[O:4].[C:24]([O:28][C:29]([N:31]1[C@@H:35]([CH3:36])[CH2:34][CH2:33][C@H:32]1[C:37]([OH:39])=[O:38])=[O:30])([CH3:27])([CH3:26])[CH3:25].C(N(CC)CC)C. The catalyst is CC#N.CCOC(C)=O. The product is [CH3:36][C@@H:35]1[N:31]([C:29]([O:28][C:24]([CH3:25])([CH3:27])[CH3:26])=[O:30])[C@H:32]([C:37]([O:39][CH2:2][C:3](=[O:4])[C:5]2[CH:6]=[CH:7][C:8]3[C:17]4[CH:16]=[C:15]5[CH2:18][CH2:19][CH2:20][C:21](=[O:22])[C:14]5=[CH:13][C:12]=4[O:11][CH2:10][C:9]=3[CH:23]=2)=[O:38])[CH2:33][CH2:34]1. The yield is 0.650. (10) The reactants are [Cl:1][C:2]1[CH:11]=[C:10](N)[C:9]2[C:4](=[CH:5][CH:6]=[C:7]([O:13][CH3:14])[CH:8]=2)[N:3]=1.N([O-])=O.[Na+].C1C=CN=CC=1.[FH:25]. No catalyst specified. The product is [Cl:1][C:2]1[CH:11]=[C:10]([F:25])[C:9]2[C:4](=[CH:5][CH:6]=[C:7]([O:13][CH3:14])[CH:8]=2)[N:3]=1. The yield is 0.400.